This data is from Retrosynthesis with 50K atom-mapped reactions and 10 reaction types from USPTO. The task is: Predict the reactants needed to synthesize the given product. (1) Given the product Brc1ccc2onc(OCC3CCO3)c2c1, predict the reactants needed to synthesize it. The reactants are: OCC1CCO1.Oc1noc2ccc(Br)cc12. (2) Given the product Nc1cn(CC(F)(F)F)cn1, predict the reactants needed to synthesize it. The reactants are: O=[N+]([O-])c1cn(CC(F)(F)F)cn1.